Task: Regression/Classification. Given a drug SMILES string, predict its toxicity properties. Task type varies by dataset: regression for continuous values (e.g., LD50, hERG inhibition percentage) or binary classification for toxic/non-toxic outcomes (e.g., AMES mutagenicity, cardiotoxicity, hepatotoxicity). Dataset: herg_karim.. Dataset: hERG potassium channel inhibition data for cardiac toxicity prediction from Karim et al. (1) The molecule is N[C@@H]1CCCN(c2ccccc2C=C2SC(O)=NC2=O)C1. The result is 0 (non-blocker). (2) The drug is COc1ccc(S(=O)(=O)N2CCOc3ccccc32)cc1NC1CCN(C)CC1. The result is 0 (non-blocker). (3) The result is 0 (non-blocker). The molecule is CCC(O)(c1cn(Cc2ccc3c(-c4ccccc4)c(C(=O)NC)sc3c2)nn1)C(F)(F)F. (4) The molecule is CC1CCCN1CCCOc1ccc(-c2ccc(=O)n(-c3ncccn3)n2)cc1. The result is 0 (non-blocker). (5) The compound is O=C(O)CCCCOc1ccc2ncc(F)c(CCC34CCC(NCc5ccc6c(n5)NC(=O)CO6)(CC3)CO4)c2n1. The result is 0 (non-blocker). (6) The molecule is COc1cnc(C(=O)Nc2ccc3c(c2)[C@@]2(COC(N)=N2)C2(CC2)C(C)(C)O3)cn1. The result is 0 (non-blocker).